From a dataset of Reaction yield outcomes from USPTO patents with 853,638 reactions. Predict the reaction yield, written as a fraction of the theoretical maximum amount of product (1.0 means a 100% yield; for example, 0.34 means a 34% yield). (1) The reactants are [C:1]([C:3](=[CH:17][NH:18][C:19]1[CH:24]=[CH:23][C:22]([O:25][CH3:26])=[C:21]([I:27])[CH:20]=1)[C:4]([NH:6][C:7]1[CH:12]=[C:11]([O:13][CH3:14])[C:10]([Cl:15])=[CH:9][C:8]=1[Cl:16])=O)#[N:2].CO.P(Cl)(Cl)(Cl)=O. The catalyst is C(#N)C. The product is [Cl:16][C:8]1[CH:9]=[C:10]([Cl:15])[C:11]([O:13][CH3:14])=[CH:12][C:7]=1[NH:6][C:4]1[C:24]2[C:19](=[CH:20][C:21]([I:27])=[C:22]([O:25][CH3:26])[CH:23]=2)[N:18]=[CH:17][C:3]=1[C:1]#[N:2]. The yield is 0.290. (2) The reactants are [Cl:1][C:2]1[CH:10]=[N:9][CH:8]=[C:7]([Cl:11])[C:3]=1[C:4]([OH:6])=O.C(Cl)(=O)C(Cl)=O.[NH:18]1[C:22]2[CH:23]=[CH:24][CH:25]=[CH:26][C:21]=2[N:20]=[C:19]1[CH2:27][N:28]([CH:33]1[C:42]2[N:41]=[CH:40][CH:39]=[CH:38][C:37]=2[CH2:36][CH2:35][CH2:34]1)[CH2:29][CH2:30][CH2:31][NH2:32].CCN(CC)CC. The yield is 0.400. The product is [NH:18]1[C:22]2[CH:23]=[CH:24][CH:25]=[CH:26][C:21]=2[N:20]=[C:19]1[CH2:27][N:28]([CH:33]1[C:42]2[N:41]=[CH:40][CH:39]=[CH:38][C:37]=2[CH2:36][CH2:35][CH2:34]1)[CH2:29][CH2:30][CH2:31][NH:32][C:4](=[O:6])[C:3]1[C:7]([Cl:11])=[CH:8][N:9]=[CH:10][C:2]=1[Cl:1]. The catalyst is C(Cl)Cl.CN(C=O)C.C1COCC1. (3) The reactants are O[N:2]=[CH:3][C:4]([C:7]1[CH:11]=[C:10]([NH:12][C:13]([C@@H:15]2[CH2:19][CH2:18][CH2:17][N:16]2[CH:20]2[CH2:25][CH2:24][O:23][CH2:22][CH2:21]2)=[O:14])[O:9][N:8]=1)([CH3:6])[CH3:5].FC(F)(F)C(OC(=O)C(F)(F)F)=O. No catalyst specified. The product is [C:3]([C:4]([CH3:6])([CH3:5])[C:7]1[CH:11]=[C:10]([NH:12][C:13]([C@@H:15]2[CH2:19][CH2:18][CH2:17][N:16]2[CH:20]2[CH2:21][CH2:22][O:23][CH2:24][CH2:25]2)=[O:14])[O:9][N:8]=1)#[N:2]. The yield is 0.440. (4) The reactants are [Cl:1][C:2]1[CH:7]=[CH:6][C:5]([C:8]2([CH:13]=[O:14])[CH2:12][CH2:11][CH2:10][CH2:9]2)=[CH:4][CH:3]=1.C1(C2(CO)CCCC2)C=CC=CC=1. No catalyst specified. The product is [Cl:1][C:2]1[CH:3]=[CH:4][C:5]([C:8]2([CH2:13][OH:14])[CH2:12][CH2:11][CH2:10][CH2:9]2)=[CH:6][CH:7]=1. The yield is 0.375. (5) The reactants are [C:1]([O:4][C@H:5]1[C@H:10]([O:11][C:12](=[O:14])[CH3:13])[C@@H:9]([O:15][C:16](=[O:18])[CH3:17])[C@H:8]([C:19]2[CH:24]=[CH:23][C:22]([Cl:25])=[C:21]([CH2:26][C:27]3[CH:32]=[CH:31][C:30]([O:33][CH2:34][CH:35]=O)=[CH:29][CH:28]=3)[CH:20]=2)[O:7][C@@H:6]1[CH2:37][O:38][C:39](=[O:41])[CH3:40])(=[O:3])[CH3:2].N1C=CC=CC=1.C([O-])(=O)C.[Na+].Cl.[CH3:54][O:55][NH2:56]. The catalyst is C(O)C. The product is [C:1]([O:4][C@H:5]1[C@H:10]([O:11][C:12](=[O:14])[CH3:13])[C@@H:9]([O:15][C:16](=[O:18])[CH3:17])[C@H:8]([C:19]2[CH:24]=[CH:23][C:22]([Cl:25])=[C:21]([CH2:26][C:27]3[CH:28]=[CH:29][C:30]([O:33][CH2:34][CH:35]=[N:56][O:55][CH3:54])=[CH:31][CH:32]=3)[CH:20]=2)[O:7][C@@H:6]1[CH2:37][O:38][C:39](=[O:41])[CH3:40])(=[O:3])[CH3:2]. The yield is 0.644. (6) The reactants are [F:1][C:2]([F:14])([F:13])[C:3]1[N:8]=[CH:7][C:6]([CH:9]([OH:12])[CH2:10][CH3:11])=[CH:5][CH:4]=1. The catalyst is C(Cl)Cl. The product is [F:13][C:2]([F:1])([F:14])[C:3]1[N:8]=[CH:7][C:6]([C:9](=[O:12])[CH2:10][CH3:11])=[CH:5][CH:4]=1. The yield is 0.960. (7) The reactants are [H-].[Na+].[O:3]=[C:4]([CH2:11][CH2:12][CH3:13])[CH2:5][C:6]([O:8][CH2:9][CH3:10])=[O:7].Br[CH2:15][C:16]1[CH:21]=[CH:20][C:19]([C:22]2[C:23]([C:28]#[N:29])=[CH:24][CH:25]=[CH:26][CH:27]=2)=[CH:18][C:17]=1[F:30].[Cl-].[NH4+]. The catalyst is O1CCCC1.C(OCC)(=O)C. The product is [C:28]([C:23]1[CH:24]=[CH:25][CH:26]=[CH:27][C:22]=1[C:19]1[CH:20]=[CH:21][C:16]([CH2:15][CH:5]([C:4](=[O:3])[CH2:11][CH2:12][CH3:13])[C:6]([O:8][CH2:9][CH3:10])=[O:7])=[C:17]([F:30])[CH:18]=1)#[N:29]. The yield is 0.820. (8) The reactants are [C:1]([NH:5][C:6](=[O:8])[OH:7])([CH3:4])([CH3:3])[CH3:2].C[O:10][CH2:11][C:12]1([S:15]([NH2:18])(=[O:17])=[O:16])[CH2:14][CH2:13]1.[CH2:19]([N:22]=C=O)[CH2:20][CH3:21]. No catalyst specified. The product is [C:1]([NH:5][C:6](=[O:7])[OH:8])([CH3:4])([CH3:3])[CH3:2].[CH2:19]([NH:22][C:11]([C:12]1([S:15]([NH2:18])(=[O:17])=[O:16])[CH2:14][CH2:13]1)=[O:10])[CH2:20][CH3:21]. The yield is 1.00.